Dataset: Reaction yield outcomes from USPTO patents with 853,638 reactions. Task: Predict the reaction yield, written as a fraction of the theoretical maximum amount of product (1.0 means a 100% yield; for example, 0.34 means a 34% yield). (1) The reactants are [O:1]1[CH2:3][CH:2]1[C:4]1[O:5][C:6]([C:9]2[CH:14]=[CH:13][CH:12]=[CH:11][N:10]=2)=[CH:7][N:8]=1.[CH3:15][NH:16][CH2:17][CH2:18][CH2:19][CH2:20][C:21]1[CH:26]=[CH:25][CH:24]=[CH:23][CH:22]=1. The catalyst is C1COCC1. The product is [CH3:15][N:16]([CH2:17][CH2:18][CH2:19][CH2:20][C:21]1[CH:26]=[CH:25][CH:24]=[CH:23][CH:22]=1)[CH2:3][CH:2]([C:4]1[O:5][C:6]([C:9]2[CH:14]=[CH:13][CH:12]=[CH:11][N:10]=2)=[CH:7][N:8]=1)[OH:1]. The yield is 0.910. (2) The reactants are [NH:1]([C:3]([C:5]1[CH:10]=[CH:9][C:8]([CH2:11][N:12]([CH3:20])[C:13](=[O:19])[O:14][C:15]([CH3:18])([CH3:17])[CH3:16])=[CH:7][CH:6]=1)=[O:4])[NH2:2].[NH2:21][C:22]1[C:27]([C:28](O)=[O:29])=C[C:25]([Br:31])=[CH:24][N:23]=1.C([N:34](CC)CC)C.CN(C(ON1N=NC2C=CC=CC1=2)=[N+](C)C)C.[B-](F)(F)(F)F. The catalyst is CN(C=O)C.C(OCC)(=O)C.O. The product is [NH2:21][C:22]1[C:27]([C:28]([NH:2][NH:1][C:3]([C:5]2[CH:6]=[CH:7][C:8]([CH2:11][N:12]([CH3:20])[C:13](=[O:19])[O:14][C:15]([CH3:16])([CH3:17])[CH3:18])=[CH:9][CH:10]=2)=[O:4])=[O:29])=[N:34][C:25]([Br:31])=[CH:24][N:23]=1. The yield is 0.580. (3) The reactants are CC1C=CC(S(OCC2CC3C(F)=CC=C(C4C=CC=CC=4C)C=3O2)(=O)=O)=CC=1.[N-]=[N+]=[N-].[Na+].N(CC1CC2C=C(Cl)C=C(C3C=CSC=3)C=2O1)=[N+]=[N-].[N:53]([CH2:56][CH:57]1[CH2:61][C:60]2[C:62]([F:73])=[CH:63][CH:64]=[C:65]([C:66]3[CH:71]=[CH:70][CH:69]=[CH:68][C:67]=3[CH3:72])[C:59]=2[O:58]1)=[N+]=[N-].[N-]=[N+]=[N-]. The catalyst is [Pd]. The product is [F:73][C:62]1[C:60]2[CH2:61][CH:57]([CH2:56][NH2:53])[O:58][C:59]=2[C:65]([C:66]2[CH:71]=[CH:70][CH:69]=[CH:68][C:67]=2[CH3:72])=[CH:64][CH:63]=1. The yield is 0.570. (4) The reactants are Br[C:2]1[CH:3]=[C:4]([N+:11]([O-:13])=[O:12])[CH:5]=[C:6]2[C:10]=1[NH:9][CH:8]=[CH:7]2.[C:14]([Cu])#[N:15].[C-]#N.[K+].C(Cl)(Cl)Cl. The catalyst is CN(C=O)C.CCOC(C)=O. The product is [C:14]([C:2]1[CH:3]=[C:4]([N+:11]([O-:13])=[O:12])[CH:5]=[C:6]2[C:10]=1[NH:9][CH:8]=[CH:7]2)#[N:15]. The yield is 0.770. (5) The reactants are Cl[CH2:2][CH2:3][O:4][C:5]1[CH:10]=[CH:9][C:8]([C:11]2[CH:16]=[CH:15][CH:14]=[C:13]([N:17]3[C:22]4[N:23]=[CH:24][C:25]([F:27])=[CH:26][C:21]=4[C:20](=[O:28])[N:19]([C@@H:29]4[CH2:34][CH2:33][C@H:32]([NH:35][C:36]([C:38]5[N:39]=[C:40]6[CH:45]=[CH:44][C:43]([F:46])=[CH:42][N:41]6[CH:47]=5)=[O:37])[CH2:31][CH2:30]4)[C:18]3=[O:48])[CH:12]=2)=[CH:7][CH:6]=1.[I-].[K+].[CH3:51][NH2:52]. The catalyst is C(#N)C. The product is [F:46][C:43]1[CH:44]=[CH:45][C:40]2[N:41]([CH:47]=[C:38]([C:36]([NH:35][C@H:32]3[CH2:33][CH2:34][C@@H:29]([N:19]4[C:20](=[O:28])[C:21]5[CH:26]=[C:25]([F:27])[CH:24]=[N:23][C:22]=5[N:17]([C:13]5[CH:12]=[C:11]([C:8]6[CH:9]=[CH:10][C:5]([O:4][CH2:3][CH2:2][NH:52][CH3:51])=[CH:6][CH:7]=6)[CH:16]=[CH:15][CH:14]=5)[C:18]4=[O:48])[CH2:30][CH2:31]3)=[O:37])[N:39]=2)[CH:42]=1. The yield is 0.330. (6) The reactants are [F:1][C:2]([F:15])([F:14])[C:3]1[CH:4]=[CH:5][C:6]2[N:7]([CH:9]=[C:10]([CH:12]=[O:13])[N:11]=2)[CH:8]=1.[CH:16]1([Mg]Br)[CH2:21][CH2:20][CH2:19][CH2:18][CH2:17]1.[Cl-].[NH4+]. The catalyst is O1CCCC1. The product is [CH:16]1([CH:12]([C:10]2[N:11]=[C:6]3[CH:5]=[CH:4][C:3]([C:2]([F:1])([F:14])[F:15])=[CH:8][N:7]3[CH:9]=2)[OH:13])[CH2:21][CH2:20][CH2:19][CH2:18][CH2:17]1. The yield is 0.300. (7) The reactants are [C:1]1([NH:7][C:8](=[O:16])[C:9]2[CH:14]=[CH:13][CH:12]=[CH:11][C:10]=2[NH2:15])[CH:6]=[CH:5][CH:4]=[CH:3][CH:2]=1.[N:17]1[CH:22]=[CH:21][C:20]([N:23]2[CH2:31][CH2:30][CH:26]([C:27]([Cl:29])=[O:28])[CH2:25][CH2:24]2)=[CH:19][CH:18]=1. No catalyst specified. The product is [ClH:29].[N:17]1[CH:22]=[CH:21][C:20]([N:23]2[CH2:24][CH2:25][CH:26]([C:27]([NH:15][C:10]3[CH:11]=[CH:12][CH:13]=[CH:14][C:9]=3[C:8]([NH:7][C:1]3[CH:2]=[CH:3][CH:4]=[CH:5][CH:6]=3)=[O:16])=[O:28])[CH2:30][CH2:31]2)=[CH:19][CH:18]=1. The yield is 0.550. (8) The reactants are [CH3:1][O:2][C:3]1[CH:4]=[C:5]2[C:10](=[CH:11][CH:12]=1)[C:9]([O:13][C:14]1[CH:19]=[CH:18][C:17]([O:20][CH2:21][CH2:22][N:23]3[CH2:28][CH2:27][CH2:26][CH2:25][CH2:24]3)=[CH:16][CH:15]=1)=[C:8](OS(C(F)(F)F)(=O)=O)[CH:7]=[CH:6]2.[CH3:37][O:38][C:39](=[O:63])[C:40]1[CH:45]=[C:44](B2OC(C)(C)C(C)(C)O2)[CH:43]=[CH:42][C:41]=1[O:55][CH2:56][C:57]1[CH:62]=[CH:61][CH:60]=[CH:59][CH:58]=1.[F-].[Cs+].C1(P(C2CCCCC2)C2CCCCC2)CCCCC1. The catalyst is C(#N)C.C([O-])(=O)C.[Pd+2].C([O-])(=O)C. The product is [CH3:37][O:38][C:39](=[O:63])[C:40]1[CH:45]=[C:44]([C:8]2[CH:7]=[CH:6][C:5]3[C:10](=[CH:11][CH:12]=[C:3]([O:2][CH3:1])[CH:4]=3)[C:9]=2[O:13][C:14]2[CH:19]=[CH:18][C:17]([O:20][CH2:21][CH2:22][N:23]3[CH2:24][CH2:25][CH2:26][CH2:27][CH2:28]3)=[CH:16][CH:15]=2)[CH:43]=[CH:42][C:41]=1[O:55][CH2:56][C:57]1[CH:58]=[CH:59][CH:60]=[CH:61][CH:62]=1. The yield is 0.220. (9) The reactants are [CH3:1][O:2][C:3]([C:5]1([CH3:30])[CH2:10][CH2:9][CH2:8][N:7]([C:11](=[O:29])[C@@H:12]([NH:14][C:15](=[O:28])[C@@H:16]([NH:20][C:21]([O:23]C(C)(C)C)=O)[CH:17]([CH3:19])[CH3:18])[CH3:13])[NH:6]1)=[O:4].FC(F)(F)C(O)=O.[C:38]([O:41][C@@H:42]([C:44]1[CH:53]=[CH:52][C:51]2[C:46](=[CH:47][C:48](/[CH:54]=[CH:55]/[C:56](C)([CH3:60])[C:57](O)=O)=[CH:49][CH:50]=2)[N:45]=1)[CH3:43])(=[O:40])[CH3:39].C(N(CC)C(C)C)(C)C.F[P-](F)(F)(F)(F)F.CN(C(ON1C2=NC=CC=C2N=N1)=[N+](C)C)C. The catalyst is ClCCl.C(#N)C. The product is [CH3:1][O:2][C:3]([C:5]1([CH3:30])[CH2:10][CH2:9][CH2:8][N:7]([C:11](=[O:29])[C@@H:12]([NH:14][C:15](=[O:28])[C@@H:16]([NH:20][C:21](=[O:23])[C:56]([CH3:60])([CH3:57])/[CH:55]=[CH:54]/[C:48]2[CH:47]=[C:46]3[C:51]([CH:52]=[CH:53][C:44]([C@H:42]([O:41][C:38](=[O:40])[CH3:39])[CH3:43])=[N:45]3)=[CH:50][CH:49]=2)[CH:17]([CH3:18])[CH3:19])[CH3:13])[NH:6]1)=[O:4]. The yield is 0.850. (10) The reactants are Cl.FC1C=C(C=CC=1)CN1C=C(C2C3C(=NC=C(C4C=CC(C5CCNCC5)=CC=4)C=3)N(S(C3C=CC(C)=CC=3)(=O)=O)C=2)C=N1.[F:46][C:47]1[CH:48]=[C:49]([CH:88]=[C:89]([F:91])[CH:90]=1)[CH2:50][N:51]1[CH:55]=[C:54]([C:56]2[C:64]3[C:59](=[N:60][CH:61]=[C:62]([C:65]4[CH:66]=[N:67][C:68]([N:71]5[CH2:76][CH2:75][N:74]([CH3:77])[CH2:73][CH2:72]5)=[CH:69][CH:70]=4)[CH:63]=3)[N:58](S(C3C=CC(C)=CC=3)(=O)=O)[CH:57]=2)[CH:53]=[N:52]1.[OH-].[Li+]. The catalyst is C1COCC1.CO.O. The product is [F:46][C:47]1[CH:48]=[C:49]([CH:88]=[C:89]([F:91])[CH:90]=1)[CH2:50][N:51]1[CH:55]=[C:54]([C:56]2[C:64]3[C:59](=[N:60][CH:61]=[C:62]([C:65]4[CH:66]=[N:67][C:68]([N:71]5[CH2:72][CH2:73][N:74]([CH3:77])[CH2:75][CH2:76]5)=[CH:69][CH:70]=4)[CH:63]=3)[NH:58][CH:57]=2)[CH:53]=[N:52]1. The yield is 0.810.